Binary Classification. Given a drug SMILES string, predict its activity (active/inactive) in a high-throughput screening assay against a specified biological target. From a dataset of Serine/threonine kinase 33 screen with 319,792 compounds. (1) The molecule is Oc1c2c(n(c(=O)c1c1ccccc1)CC)cccc2. The result is 0 (inactive). (2) The molecule is s1nc(nc1NC(=O)c1oc(c2ccc(F)cc2)cc1)CC(=O)C. The result is 0 (inactive). (3) The molecule is Clc1c(sc2c1cccc2)C(=O)NCC(=O)N1CCN(S(=O)(=O)c2ccc(cc2)C)CC1. The result is 0 (inactive). (4) The compound is Fc1ccc(CN2c3c(C(=O)C2=O)cc(cc3)C)cc1. The result is 0 (inactive). (5) The molecule is S(c1nc2c(CCCC2)c(c1C#N)c1oc(cc1)C)CC(OC)=O. The result is 0 (inactive). (6) The drug is O(c1c(/C=C2/NC(=O)N(CC(=O)Nc3c(cccc3)C)C2=O)cccc1)Cc1ccc(cc1)C(O)=O. The result is 0 (inactive). (7) The compound is s1c(N(C(=O)c2cc3CCCCc3cc2)CCN(C)C)nc2c1cc1OCCOc1c2. The result is 0 (inactive). (8) The compound is O=C1N(NC(=O)CCC(=O)c2ccc(OCC)cc2)C(=O)NC21CCCCC2. The result is 0 (inactive). (9) The compound is OCCC1N(CCN(C1)Cc1ccc(cc1)C#CCCO)CCC(C)C. The result is 0 (inactive). (10) The compound is O1CCN(CC1)CCC(=O)NNC(=O)C(/NC(=O)c1ccccc1)=C/c1ccccc1. The result is 0 (inactive).